The task is: Regression. Given a target protein amino acid sequence and a drug SMILES string, predict the binding affinity score between them. We predict pKi (pKi = -log10(Ki in M); higher means stronger inhibition). Dataset: bindingdb_ki.. This data is from Drug-target binding data from BindingDB using Ki measurements. (1) The drug is CC(C)NC(=O)[C@H](CCN1CCN(C)CC1)NC(=O)N1CCOCC1. The target protein (Q9UM07) has sequence MAQGTLIRVTPEQPTHAVCVLGTLTQLDICSSAPEDCTSFSINASPGVVVDIAHGPPAKKKSTGSSTWPLDPGVEVTLTMKVASGSTGDQKVQISYYGPKTPPVKALLYLTGVEISLCADITRTGKVKPTRAVKDQRTWTWGPCGQGAILLVNCDRDNLESSAMDCEDDEVLDSEDLQDMSLMTLSTKTPKDFFTNHTLVLHVARSEMDKVRVFQATRGKLSSKCSVVLGPKWPSHYLMVPGGKHNMDFYVEALAFPDTDFPGLITLTISLLDTSNLELPEAVVFQDSVVFRVAPWIMTPNTQPPQEVYACSIFENEDFLKSVTTLAMKAKCKLTICPEEENMDDQWMQDEMEIGYIQAPHKTLPVVFDSPRNRGLKEFPIKRVMGPDFGYVTRGPQTGGISGLDSFGNLEVSPPVTVRGKEYPLGRILFGDSCYPSNDSRQMHQALQDFLSAQQVQAPVKLYSDWLSVGHVDEFLSFVPAPDRKGFRLLLASPRSCYKL.... The pKi is 2.0. (2) The pKi is 5.4. The compound is O=C(CSc1nnc(-c2ccccc2C(=O)O)[nH]1)Nc1nc2ccccc2[nH]1. The target protein sequence is MMKGWIKCGLAGAVVLMASFWGGSVRAAGMSLTQQVSGPVYVVEDNYYVQENSMVYFGAKGVTVVGATWTPDTARELHKLIKRVSRKPVLEVINTNYHTDRAGGNAYWKSIGAKVISTRQTRDLMKSDWAEIVAFTRKGLPEYPDLPLVLPNVVHEGDFTLQEGKLRAFYLGPAHSPDGIFVYFPDQQVLYGNCILKEKLGNLSFADVKAYPQTLERLKAMKLPIKTVVGGHDSPLHGPELIDHYEALIKAASQS. (3) The drug is CCN(CC)CC1CCCCN1CC(=O)N1c2ccccc2C(=O)Nc2cccnc21. The target protein (P06199) has sequence MNNSTNSSNSGLALTSPYKTFEVVFIVLVAGSLSLVTIIGNILVMVSIKVNRHLQTVNNYFLFSLACADLIIGVFSMNLYTLYTVIGYWPLGPVVCDLWLALDYVVSNASVMNLLIISFDRYFCVTKPLTYPVKRTTKMAGMMIAAAWVLSFILWAPAILFWQFIVGVRTVEDGECYIQFFSNAAVTFGTAIAAFYLPVIIMTVLYWHISRASKSRIKKDKKEPVANQEPVSPSLVQGRIVKPNNNNMPGSDEALEHNKIQNGKAPRDAVTENCVQGEEKESSNDSTSVSAVASNMRDDEITQDENTVSTSLGHSKDENSKQTCIKIVTKTQKSDSCTPANTTVELVGSSGQNGDEKQNIVARKIVKMTKQPAKKKPPPSREKKVTRTILAILLAFIITWAPYNVMVLINTFCAPCIPNTVWTIGYWLCYINSTINPACYALCNATFKKTFKHLLMCHYKNIGATR. The pKi is 7.7. (4) The drug is CC(C)N(CCCNC(=O)Nc1ccc(C(C)(C)C)cc1)C[C@H]1O[C@@H](n2cnc3c(NCc4ccccc4)ncnc32)[C@H](O)[C@@H]1O. The target protein (O43463) has sequence MAENLKGCSVCCKSSWNQLQDLCRLAKLSCPALGISKRNLYDFEVEYLCDYKKIREQEYYLVKWRGYPDSESTWEPRQNLKCVRILKQFHKDLERELLRRHHRSKTPRHLDPSLANYLVQKAKQRRALRRWEQELNAKRSHLGRITVENEVDLDGPPRAFVYINEYRVGEGITLNQVAVGCECQDCLWAPTGGCCPGASLHKFAYNDQGQVRLRAGLPIYECNSRCRCGYDCPNRVVQKGIRYDLCIFRTDDGRGWGVRTLEKIRKNSFVMEYVGEIITSEEAERRGQIYDRQGATYLFDLDYVEDVYTVDAAYYGNISHFVNHSCDPNLQVYNVFIDNLDERLPRIAFFATRTIRAGEELTFDYNMQVDPVDMESTRMDSNFGLAGLPGSPKKRVRIECKCGTESCRKYLF. The pKi is 4.0. (5) The pKi is 5.5. The target protein (Q01827) has sequence MALSDLVLLRWLRDSRHSRKLILFIVFLALLLDNMLLTVVVPIIPSYLYSIKHEKNSTEIQTTRPELVVSTSESIFSYYNNSTVLITGNATGTLPGGQSHKATSTQHTVANTTVPSDCPSEDRDLLNENVQVGLLFASKATVQLLTNPFIGLLTNRIGYPIPMFAGFCIMFISTVMFAFSSSYAFLLIARSLQGIGSSCSSVAGMGMLASVYTDDEERGKPMGIALGGLAMGVLVGPPFGSVLYEFVGKTAPFLVLAALVLLDGAIQLFVLQPSRVQPESQKGTPLTTLLKDPYILIAAGSICFANMGIAMLEPALPIWMMETMCSRKWQLGVAFLPASISYLIGTNIFGILAHKMGRWLCALLGMVIVGISILCIPFAKNIYGLIAPNFGVGFAIGMVDSSMMPIMGYLVDLRHVSVYGSVYAIADVAFCMGYAIGPSAGGAIAKAIGFPWLMTIIGIIDIAFAPLCFFLRSPPAKEEKMAILMDHNCPIKRKMYTQNN.... The drug is CN1[C@@H](CCc2ccccc2)C=CC[C@H]1CCc1ccccc1. (6) The small molecule is COc1ccccc1CN1CC[C@@H](C(=O)N(Cc2cc(F)c3c(c2)OCCCO3)CC(C)C)C1. The target protein sequence is MPPAGINMASQNKNTSFAPDLNPSQDHISSLPFNFSYSDYDLPLDGDEDMTKTQTFFAAKIVIGVALAGIMLVCGIGNFVFIAALARYKKLRNLTNLLIANLAISDFLVAIVCCPFEMDYYVVRQLSWEHGHVLCASVNYLRTVSLYVSTNALLAIAIDRYLAIVHPLKPRMNYQTASFLIALVWMVSILIAIPSAYFTTETILDIVKNQEKIFCGQIWPVDQQLYYKSYFLFVFGLEFVGPVVAMTLCYARISQELWFKAVPGFQTEQIRKRLRCRRKTVLLLMGILTAYVLCWAPFYGFTIVRDFFPTVFVKEKHYLTAFYVVECIAMSNSMINTICFVTVKNNTMKYFKKMLLLHWQPSRYGSKSSADLDLKTSGVPATEEVDCIRLK. The pKi is 8.7. (7) The compound is O=c1c2c3n(c(=O)cc2[nH]n1-c1ccccc1Cl)CCCN(Cc1ccccn1)C3. The target protein (Q96PH1) has sequence MNTSGDPAQTGPEGCRGTMSAEEDARWLRWVTQQFKTIAGEDGEISLQEFKAALHVKESFFAERFFALFDSDRSGTITLQELQEALTLLIHGSPMDKLKFLFQVYDIDVCARQGASAGTEWGAGAGPHWASSPLGTGSGSIDPDELRTVLQSCLRESAISLPDEKLDQLTLALFESADADGNGAITFEELRDELQRFPGVMENLTISAAHWLTAPAPRPRPRRPRQLTRAYWHNHRSQLFCLATYAGLHVLLFGLAASAHRDLGASVMVAKGCGQCLNFDCSFIAVLMLRRCLTWLRATWLAQVLPLDQNIQFHQLMGYVVVGLSLVHTVAHTVNFVLQAQAEASPFQFWELLLTTRPGIGWVHGSASPTGVALLLLLLLMFICSSSCIRRSGHFEVFYWTHLSYLLVWLLLIFHGPNFWKWLLVPGILFFLEKAIGLAVSRMAAVCIMEVNLLPSKVTHLLIKRPPFFHYRPGDYLYLNIPTIARYEWHPFTISSAPEQ.... The pKi is 6.3. (8) The drug is O=C(O)c1ccc(C2Nc3c(F)cc(F)cc3C3C=CCC32)cc1. The target protein (P11064) has sequence MAEQVTKSVLFVCLGNICRSPIAEAVFRKLVTDQNISDNWVIDSGAVSDWNVGRSPDPRAVSCLRNHGINTAHKARQVTKEDFVTFDYILCMDESNLRDLNRKSNQVKNCRAKIELLGSYDPQKQLIIEDPYYGNDADFETVYQQCVRCCRAFLEKVR. The pKi is 3.0. (9) The small molecule is N=C(N)c1ccc(-c2[nH]c3cc(C(=N)N)ccc3c2N)cc1. The target protein (P00752) has sequence APPIQSRIIGGRECEKNSHPWQVAIYHYSSFQCGGVLVNPKWVLTAAHCKNDNYEVWLGRHNLFENENTAQFFGVTADFPHPGFNLSLLKHTKADGKDYSHDLMLLRLQSPAKITDAVKVLELPTQEPELGSTCEASGWGSIEPGPDFEFPDEIQCVQLTLLQNTFCAAHPKVTESMLCAGYLPGGKDTCMGDSGGPLICNGMWQGITSWGHTPCGSANKPSIYTKLIFYLDWINDTITENP. The pKi is 4.4.